Dataset: Blood-brain barrier permeability classification from the B3DB database. Task: Regression/Classification. Given a drug SMILES string, predict its absorption, distribution, metabolism, or excretion properties. Task type varies by dataset: regression for continuous measurements (e.g., permeability, clearance, half-life) or binary classification for categorical outcomes (e.g., BBB penetration, CYP inhibition). Dataset: b3db_classification. (1) The molecule is NCC1(CC(=O)O)CCCCC1. The result is 1 (penetrates BBB). (2) The compound is CCOC[C@]1(C#N)[C@@H](S(=O)(=O)c2ccc(Cl)cc2)[C@@H]1c1ccccc1. The result is 1 (penetrates BBB). (3) The drug is CN[C@H](CC(C)C)C(=O)NC1C(=O)N[C@@H](CC(N)=O)C(=O)N[C@H]2C(=O)N[C@H]3C(=O)N[C@H](C(=O)N[C@@H](C(=O)O)c4cc(O)cc(O)c4-c4cc3ccc4O)[C@H](O)c3ccc(c(Cl)c3)Oc3cc2cc(c3O[C@@H]2O[C@H](CO)[C@@H](O)[C@H](O)[C@H]2O[C@H]2C[C@](C)(N)[C@H](O)[C@H](C)O2)Oc2ccc(cc2Cl)[C@H]1O. The result is 0 (does not penetrate BBB). (4) The compound is CCN1CCC[C@H]1CNC(=O)c1cc(C(C)=O)ccc1OC. The result is 1 (penetrates BBB). (5) The compound is C[C@H](CN(C)C)CN1c2ccccc2CCc2ccccc21. The result is 1 (penetrates BBB).